Dataset: Forward reaction prediction with 1.9M reactions from USPTO patents (1976-2016). Task: Predict the product of the given reaction. (1) Given the reactants [C:1]([C:4]1[CH:5]=[CH:6][C:7]([C:10]2[N:11]=[C:12]([CH:15]([C:17]3[CH:29]=[CH:28][C:20]4[N:21](COC)[C:22](=[O:24])[S:23][C:19]=4[CH:18]=3)[CH3:16])[S:13][CH:14]=2)=[N:8][CH:9]=1)(=[O:3])[CH3:2], predict the reaction product. The product is: [C:1]([C:4]1[CH:5]=[CH:6][C:7]([C:10]2[N:11]=[C:12]([CH:15]([C:17]3[CH:29]=[CH:28][C:20]4[NH:21][C:22](=[O:24])[S:23][C:19]=4[CH:18]=3)[CH3:16])[S:13][CH:14]=2)=[N:8][CH:9]=1)(=[O:3])[CH3:2]. (2) Given the reactants [CH:1]1[C:6]([OH:7])=[C:5]([OH:8])[CH:4]=[C:3]([OH:9])[C:2]=1[CH2:10][CH2:11][NH2:12].O=C1O[C@H]([C@H](CO)O)C(O)=C1O.CNCCCN1C2C=CC=CC=2CCC2C=CC=CC1=2.CN1[C@@H]2CC3C=CC(O)=C(O)C=3C3C2=C(C=CC=3)CC1.CCCN(CCC1C=CC=C2NC(=O)CC=12)CCC.[ClH:84], predict the reaction product. The product is: [ClH:84].[OH:9][C:3]1[C:2]([CH2:10][CH2:11][NH2:12])=[CH:1][C:6]([OH:7])=[C:5]([OH:8])[CH:4]=1. (3) Given the reactants [CH2:1]([N:8]1[C:16]2[C:15](=[O:17])[NH:14][C:13](=[O:18])[N:12]([CH2:19]CCC)[C:11]=2[N:10]=[CH:9]1)[C:2]1[CH:7]=[CH:6][CH:5]=[CH:4][CH:3]=1.CI, predict the reaction product. The product is: [CH3:19][N:12]1[C:11]2[N:10]=[CH:9][N:8]([CH2:1][C:2]3[CH:7]=[CH:6][CH:5]=[CH:4][CH:3]=3)[C:16]=2[C:15](=[O:17])[NH:14][C:13]1=[O:18].